This data is from Full USPTO retrosynthesis dataset with 1.9M reactions from patents (1976-2016). The task is: Predict the reactants needed to synthesize the given product. (1) Given the product [CH3:24][O:25][C:26](=[O:33])[C@H:27]([CH2:29][CH2:30][S:31][CH3:32])[NH:28][C:18](=[O:21])[C:4]1[CH:5]=[CH:6][C:1]([S:7][C:10]2[CH:15]=[CH:14][CH:13]=[CH:12][N:11]=2)=[CH:2][C:3]=1[C:1]1[CH:6]=[CH:5][CH:4]=[CH:3][CH:2]=1, predict the reactants needed to synthesize it. The reactants are: [C:1]1([SH:7])[CH:6]=[CH:5][CH:4]=[CH:3][CH:2]=1.Br.Br[C:10]1[CH:15]=[CH:14][CH:13]=[CH:12][N:11]=1.[H-].[Na+].[C:18]([O-:21])([O-])=O.[K+].[K+].[CH3:24][O:25][C:26](=[O:33])[C@H:27]([CH2:29][CH2:30][S:31][CH3:32])[NH2:28]. (2) Given the product [F:1][C:2]1[CH:21]=[CH:20][CH:19]=[CH:18][C:3]=1[CH2:4][N:5]1[C:9]([C:10]2[CH:14]=[CH:13][O:12][N:11]=2)=[CH:8][C:7]([C:15]2[N:16]=[C:24]([NH2:25])[CH:23]=[C:22]([NH2:26])[N:17]=2)=[N:6]1, predict the reactants needed to synthesize it. The reactants are: [F:1][C:2]1[CH:21]=[CH:20][CH:19]=[CH:18][C:3]=1[CH2:4][N:5]1[C:9]([C:10]2[CH:14]=[CH:13][O:12][N:11]=2)=[CH:8][C:7]([C:15](=[NH:17])[NH2:16])=[N:6]1.[C:22](#[N:26])[CH2:23][C:24]#[N:25]. (3) The reactants are: Cl.[Cl:2][C:3]1[CH:26]=[CH:25][C:6]2[N:7]3[C:11]([CH2:12][NH:13][CH2:14][C:5]=2[CH:4]=1)=[N:10][N:9]=[C:8]3[C@H:15]1[CH2:20][CH2:19][C@H:18]([O:21][CH:22]([CH3:24])[CH3:23])[CH2:17][CH2:16]1.C(N(CC)CC)C.[C:34](Cl)(=[O:36])[CH3:35]. Given the product [Cl:2][C:3]1[CH:26]=[CH:25][C:6]2[N:7]3[C:11](=[N:10][N:9]=[C:8]3[C@H:15]3[CH2:16][CH2:17][C@H:18]([O:21][CH:22]([CH3:24])[CH3:23])[CH2:19][CH2:20]3)[CH2:12][N:13]([C:34](=[O:36])[CH3:35])[CH2:14][C:5]=2[CH:4]=1, predict the reactants needed to synthesize it. (4) Given the product [O:15]=[C:13]1[NH:12][C:8]2=[N:9][CH:10]=[CH:11][C:6]([O:5][C:4]3[CH:3]=[C:2]([NH:1][S:29]([C:19]4[C:28]5[C:23](=[CH:24][CH:25]=[CH:26][CH:27]=5)[CH:22]=[CH:21][CH:20]=4)(=[O:31])=[O:30])[CH:18]=[CH:17][CH:16]=3)=[C:7]2[NH:14]1, predict the reactants needed to synthesize it. The reactants are: [NH2:1][C:2]1[CH:3]=[C:4]([CH:16]=[CH:17][CH:18]=1)[O:5][C:6]1[CH:11]=[CH:10][N:9]=[C:8]2[NH:12][C:13](=[O:15])[NH:14][C:7]=12.[C:19]1([S:29](Cl)(=[O:31])=[O:30])[C:28]2[C:23](=[CH:24][CH:25]=[CH:26][CH:27]=2)[CH:22]=[CH:21][CH:20]=1. (5) Given the product [Cl:1][C:17]1[C:16]2[C:20](=[CH:21][CH:22]=[C:14]3[O:13][CH2:12][CH2:11][N:10]([CH3:9])[CH2:32][C:15]3=2)[N:19]([S:23]([C:26]2[CH:31]=[CH:30][CH:29]=[CH:28][CH:27]=2)(=[O:25])=[O:24])[CH:18]=1, predict the reactants needed to synthesize it. The reactants are: [Cl:1]N1C(=O)CCC1=O.[CH3:9][N:10]1[CH2:32][C:15]2=[C:16]3[C:20](=[CH:21][CH:22]=[C:14]2[O:13][CH2:12][CH2:11]1)[N:19]([S:23]([C:26]1[CH:31]=[CH:30][CH:29]=[CH:28][CH:27]=1)(=[O:25])=[O:24])[CH:18]=[CH:17]3. (6) Given the product [N:7]1([CH2:2][C:3]2[CH:4]=[C:5]([C:11]3[N:12]=[C:13]([C:16]4[CH:21]=[CH:20][N:19]=[CH:18][CH:17]=4)[S:14][CH:15]=3)[C:6](=[O:10])[NH:7][C:8]=2[CH3:9])[CH2:6][CH:5]=[CH:4][CH2:3][CH2:8]1, predict the reactants needed to synthesize it. The reactants are: O[CH2:2][C:3]1[CH:4]=[C:5]([C:11]2[N:12]=[C:13]([C:16]3[CH:21]=[CH:20][N:19]=[CH:18][CH:17]=3)[S:14][CH:15]=2)[C:6](=[O:10])[NH:7][C:8]=1[CH3:9].CS(Cl)(=O)=O.